From a dataset of Reaction yield outcomes from USPTO patents with 853,638 reactions. Predict the reaction yield, written as a fraction of the theoretical maximum amount of product (1.0 means a 100% yield; for example, 0.34 means a 34% yield). (1) The reactants are C([O:5][C:6](=[O:36])[CH2:7][NH:8][C:9]([C:11]1[S:12][C:13]([C:16]([NH:18][N:19]=[C:20]([C:22]2[C:26]([OH:27])=[C:25]([C:28]3[CH:33]=[CH:32][C:31]([Cl:34])=[C:30]([Cl:35])[CH:29]=3)[S:24][CH:23]=2)[CH3:21])=[O:17])=[CH:14][CH:15]=1)=[O:10])(C)(C)C.FC(F)(F)C(O)=O. The catalyst is C(Cl)Cl. The product is [Cl:35][C:30]1[CH:29]=[C:28]([C:25]2[S:24][CH:23]=[C:22]([C:20](=[N:19][NH:18][C:16]([C:13]3[S:12][C:11]([C:9]([NH:8][CH2:7][C:6]([OH:36])=[O:5])=[O:10])=[CH:15][CH:14]=3)=[O:17])[CH3:21])[C:26]=2[OH:27])[CH:33]=[CH:32][C:31]=1[Cl:34]. The yield is 0.560. (2) The reactants are [CH3:1][O:2][C:3]1[CH:8]=[C:7]([O:9][CH3:10])[CH:6]=[CH:5][C:4]=1[C:11]1[CH:19]=[C:18]2[C:14]([CH2:15][C:16](=[O:20])[NH:17]2)=[CH:13][CH:12]=1.[N:21]1([CH2:26][CH2:27][NH:28][C:29]([C:31]2[C:35]([CH3:36])=[C:34]([CH:37]=O)[NH:33][C:32]=2[CH3:39])=[O:30])[CH2:25][CH2:24][CH2:23][CH2:22]1. No catalyst specified. The product is [N:21]1([CH2:26][CH2:27][NH:28][C:29]([C:31]2[C:35]([CH3:36])=[C:34]([CH:37]=[C:15]3[C:14]4[C:18](=[CH:19][C:11]([C:4]5[CH:5]=[CH:6][C:7]([O:9][CH3:10])=[CH:8][C:3]=5[O:2][CH3:1])=[CH:12][CH:13]=4)[NH:17][C:16]3=[O:20])[NH:33][C:32]=2[CH3:39])=[O:30])[CH2:25][CH2:24][CH2:23][CH2:22]1. The yield is 0.310.